Task: Predict the product of the given reaction.. Dataset: Forward reaction prediction with 1.9M reactions from USPTO patents (1976-2016) (1) Given the reactants [CH2:1]([OH:5])[CH2:2][C:3]#[CH:4].[O:6]1[CH:11]=[CH:10][CH2:9][CH2:8][CH2:7]1.C1C=CC(N=NC2C=CC(N)=NC=2N)=CC=1.Cl.CC1C=CC(S(O)(=O)=O)=CC=1, predict the reaction product. The product is: [CH2:1]([O:5][CH:7]1[CH2:8][CH2:9][CH2:10][CH2:11][O:6]1)[CH2:2][C:3]#[CH:4]. (2) Given the reactants [CH3:1][O:2][C:3]1[CH:4]=[C:5]([CH:14]=[CH:15][C:16]=1[N+:17]([O-])=O)[O:6][CH:7]1[CH2:12][CH2:11][N:10]([CH3:13])[CH2:9][CH2:8]1, predict the reaction product. The product is: [CH3:1][O:2][C:3]1[CH:4]=[C:5]([O:6][CH:7]2[CH2:12][CH2:11][N:10]([CH3:13])[CH2:9][CH2:8]2)[CH:14]=[CH:15][C:16]=1[NH2:17]. (3) Given the reactants [CH2:1]([O:3][C@@H:4]([C@H:9](O)[C:10]1[CH:15]=[CH:14][C:13]([C:16]2[CH:21]=[CH:20][CH:19]=[C:18](CNC)[CH:17]=2)=[CH:12][CH:11]=1)[C:5]([O:7][CH3:8])=[O:6])[CH3:2].[CH2:26]([N:28](CC)[CH2:29]C)C, predict the reaction product. The product is: [CH2:1]([O:3][C@@H:4]([CH2:9][C:10]1[CH:15]=[CH:14][C:13]([C:16]2[CH:17]=[CH:18][CH:19]=[CH:20][CH:21]=2)=[CH:12][C:11]=1[CH2:26][NH:28][CH3:29])[C:5]([O:7][CH3:8])=[O:6])[CH3:2]. (4) Given the reactants [Cl:1][C:2]1[CH:3]=[C:4]([SH:8])[CH:5]=[CH:6][CH:7]=1.[H-].[Na+].[Cl:11][C:12]1[CH:17]=[C:16]([N+]([O-])=O)[CH:15]=[CH:14][N:13]=1, predict the reaction product. The product is: [Cl:11][C:12]1[CH:17]=[C:16]([S:8][C:4]2[CH:5]=[CH:6][CH:7]=[C:2]([Cl:1])[CH:3]=2)[CH:15]=[CH:14][N:13]=1. (5) Given the reactants [CH:1]1([CH2:4][O:5][C:6]2[CH:14]=[CH:13][C:9]3[O:10][CH2:11][O:12][C:8]=3[C:7]=2[C:15]2[C:16]3[NH:23][CH:22]=[C:21]([C:24](O)=[O:25])[C:17]=3[N:18]=[CH:19][N:20]=2)[CH2:3][CH2:2]1.[C:27]([O:31][C:32]([N:34]1[CH2:38][CH2:37][C@@H:36]([NH2:39])[CH2:35]1)=[O:33])([CH3:30])([CH3:29])[CH3:28], predict the reaction product. The product is: [C:27]([O:31][C:32]([N:34]1[CH2:38][CH2:37][C@@H:36]([NH:39][C:24]([C:21]2[C:17]3[N:18]=[CH:19][N:20]=[C:15]([C:7]4[C:8]5[O:12][CH2:11][O:10][C:9]=5[CH:13]=[CH:14][C:6]=4[O:5][CH2:4][CH:1]4[CH2:3][CH2:2]4)[C:16]=3[NH:23][CH:22]=2)=[O:25])[CH2:35]1)=[O:33])([CH3:30])([CH3:28])[CH3:29]. (6) Given the reactants [CH3:1][O:2][CH2:3][C:4]1[C:8]([C:9](OC)=[O:10])=[CH:7][N:6]([C:13]2[CH:18]=[CH:17][CH:16]=[C:15]([C:19]([F:22])([F:21])[F:20])[N:14]=2)[N:5]=1.[H-].[Al+3].[Li+].[H-].[H-].[H-], predict the reaction product. The product is: [CH3:1][O:2][CH2:3][C:4]1[C:8]([CH:9]=[O:10])=[CH:7][N:6]([C:13]2[CH:18]=[CH:17][CH:16]=[C:15]([C:19]([F:22])([F:20])[F:21])[N:14]=2)[N:5]=1.